This data is from Full USPTO retrosynthesis dataset with 1.9M reactions from patents (1976-2016). The task is: Predict the reactants needed to synthesize the given product. (1) Given the product [NH2:84][CH2:83][C:79]1[CH:78]=[C:77]2[C:82]([C:74]([CH2:73][C:72]([NH:71][C@H:61]([C:56]3[C:55]([C:51]4[CH:50]=[C:49]([CH:54]=[CH:53][CH:52]=4)[C:46]([NH2:47])=[O:48])=[CH:60][CH:59]=[CH:58][N:57]=3)[CH2:62][C:63]3[CH:68]=[C:67]([F:69])[CH:66]=[C:65]([F:70])[CH:64]=3)=[O:92])=[CH:75][NH:76]2)=[CH:81][CH:80]=1, predict the reactants needed to synthesize it. The reactants are: ClC1C=CC(C2C([C@@H](NC(=O)CC3C4C(=CC=C(CNC(=O)OC(C)(C)C)C=4)NC=3)CC3C=C(F)C=C(F)C=3)=NC=CC=2)=CC=1.[C:46]([C:49]1[CH:50]=[C:51]([C:55]2[C:56]([C@@H:61]([NH:71][C:72](=[O:92])[CH2:73][C:74]3[C:82]4[C:77](=[CH:78][C:79]([CH2:83][NH:84]C(=O)OC(C)(C)C)=[CH:80][CH:81]=4)[NH:76][CH:75]=3)[CH2:62][C:63]3[CH:68]=[C:67]([F:69])[CH:66]=[C:65]([F:70])[CH:64]=3)=[N:57][CH:58]=[CH:59][CH:60]=2)[CH:52]=[CH:53][CH:54]=1)(=[O:48])[NH2:47]. (2) Given the product [C:1]1([C:7]2[C:8](=[O:10])[O:9][CH2:12][C:13]=2[C:15]2[CH:16]=[CH:17][C:18]([S:21]([CH3:24])(=[O:23])=[O:22])=[CH:19][CH:20]=2)[CH:6]=[CH:5][CH:4]=[CH:3][CH:2]=1, predict the reactants needed to synthesize it. The reactants are: [C:1]1([CH2:7][C:8]([OH:10])=[O:9])[CH:6]=[CH:5][CH:4]=[CH:3][CH:2]=1.Br[CH2:12][C:13]([C:15]1[CH:20]=[CH:19][C:18]([S:21]([CH3:24])(=[O:23])=[O:22])=[CH:17][CH:16]=1)=O.C(N(CC)CC)C.C1CCN2C(=NCCC2)CC1. (3) Given the product [CH3:28][O:27][C:24]1[N:25]=[C:26]2[C:21](=[CH:22][CH:23]=1)[N:20]=[CH:19][CH:18]=[C:17]2[N:12]1[CH:11]=[C:10]2[C:14]([CH2:15][CH2:16][CH:8]([NH2:7])[CH2:9]2)=[N:13]1, predict the reactants needed to synthesize it. The reactants are: C(OC(=O)[NH:7][CH:8]1[CH2:16][CH2:15][C:14]2[C:10](=[CH:11][N:12]([C:17]3[C:26]4[C:21](=[CH:22][CH:23]=[C:24]([O:27][CH3:28])[N:25]=4)[N:20]=[CH:19][CH:18]=3)[N:13]=2)[CH2:9]1)(C)(C)C.Cl.O1CCOCC1. (4) Given the product [B:1]([OH:4])([OH:3])[OH:2].[OH:5][CH2:6][CH:7]([CH2:9][OH:10])[OH:8].[OH:5][CH2:6][CH:7]([CH2:9][OH:10])[OH:8], predict the reactants needed to synthesize it. The reactants are: [B:1]([OH:4])([OH:3])[OH:2].[OH:5][CH2:6][CH:7]([CH2:9][OH:10])[OH:8]. (5) Given the product [NH2:1][C@@H:4]1[C:13]2[C:8](=[N:9][C:10]([F:14])=[CH:11][CH:12]=2)[O:7][C@@H:6]([C:15]2[CH:16]=[C:17]([CH:22]=[CH:23][CH:24]=2)[C:18]([O:20][CH3:21])=[O:19])[CH2:5]1, predict the reactants needed to synthesize it. The reactants are: [N:1]([C@@H:4]1[C:13]2[C:8](=[N:9][C:10]([F:14])=[CH:11][CH:12]=2)[O:7][C@@H:6]([C:15]2[CH:16]=[C:17]([CH:22]=[CH:23][CH:24]=2)[C:18]([O:20][CH3:21])=[O:19])[CH2:5]1)=[N+]=[N-].N([C@H]1C2C(=NC(Cl)=CC=2)O[C@@H](C2C=C(C=CC=2)C(OC)=O)C1)=[N+]=[N-].